This data is from Reaction yield outcomes from USPTO patents with 853,638 reactions. The task is: Predict the reaction yield, written as a fraction of the theoretical maximum amount of product (1.0 means a 100% yield; for example, 0.34 means a 34% yield). (1) The reactants are [CH2:1]([O:8][C:9]1[C:17]([O:18][CH2:19][C:20]2[CH:25]=[CH:24][CH:23]=[CH:22][CH:21]=2)=[CH:16][CH:15]=[CH:14][C:10]=1[C:11]([NH2:13])=O)[C:2]1[CH:7]=[CH:6][CH:5]=[CH:4][CH:3]=1.COC1C=CC(P2(SP(C3C=CC(OC)=CC=3)(=S)S2)=[S:35])=CC=1. The catalyst is ClCCl. The product is [CH2:1]([O:8][C:9]1[C:17]([O:18][CH2:19][C:20]2[CH:25]=[CH:24][CH:23]=[CH:22][CH:21]=2)=[CH:16][CH:15]=[CH:14][C:10]=1[C:11](=[S:35])[NH2:13])[C:2]1[CH:7]=[CH:6][CH:5]=[CH:4][CH:3]=1. The yield is 0.860. (2) The reactants are [Br:1][C:2]1[CH:10]=[C:9]2[C:5]([CH:6]=[C:7]([C:11](O)=[O:12])[NH:8]2)=[CH:4][C:3]=1[O:14][CH:15]1[CH2:20][CH2:19][N:18]([CH:21]([CH3:23])[CH3:22])[CH2:17][CH2:16]1.Cl.[F:25][C:26]([F:37])([F:36])[S:27]([N:30]1[CH2:35][CH2:34][NH:33][CH2:32][CH2:31]1)(=[O:29])=[O:28].FC(F)(F)S(Cl)(=O)=O.N1(C(OC(C)(C)C)=O)CCNCC1. No catalyst specified. The product is [Br:1][C:2]1[CH:10]=[C:9]2[C:5]([CH:6]=[C:7]([C:11]([N:33]3[CH2:32][CH2:31][N:30]([S:27]([C:26]([F:36])([F:37])[F:25])(=[O:28])=[O:29])[CH2:35][CH2:34]3)=[O:12])[NH:8]2)=[CH:4][C:3]=1[O:14][CH:15]1[CH2:20][CH2:19][N:18]([CH:21]([CH3:22])[CH3:23])[CH2:17][CH2:16]1. The yield is 0.480. (3) The reactants are C([Li])CCC.[CH2:6]([C:14]1[CH:15]=[C:16]2[C:21](=[CH:22][CH:23]=1)[CH:20]=[C:19]([CH:24]=[O:25])[CH:18]=[CH:17]2)[CH2:7][CH2:8][CH2:9][CH2:10][CH2:11][CH2:12][CH3:13].[CH3:26][S:27]SC.Cl. The catalyst is C(OCC)(=O)C.CCCCCC.C1COCC1. The product is [CH3:26][S:27][C:18]1[C:19]([CH:24]=[O:25])=[CH:20][C:21]2[C:16]([CH:17]=1)=[CH:15][C:14]([CH2:6][CH2:7][CH2:8][CH2:9][CH2:10][CH2:11][CH2:12][CH3:13])=[CH:23][CH:22]=2. The yield is 0.580. (4) The reactants are F[C:2]1[CH:3]=[C:4]2[C:8](=[CH:9][CH:10]=1)[NH:7][C:6](=[O:11])[CH2:5]2.[Si](OS(C(F)(F)F)(=O)=O)(C)(C)C. The catalyst is C[Si](N[Si](C)(C)C)(C)C. The product is [NH:7]1[CH:6]=[CH:5][CH:4]=[C:8]1[CH:9]=[C:5]1[C:4]2[C:8](=[CH:9][CH:10]=[CH:2][CH:3]=2)[NH:7][C:6]1=[O:11]. The yield is 0.970. (5) The reactants are [F:1][C:2]1[CH:10]=[C:9]2[C:5]([CH:6]=[N:7][NH:8]2)=[CH:4][C:3]=1[N+:11]([O-])=O.C(Cl)Cl.[H][H]. The catalyst is [Pd].CO. The product is [F:1][C:2]1[CH:10]=[C:9]2[C:5]([CH:6]=[N:7][NH:8]2)=[CH:4][C:3]=1[NH2:11]. The yield is 0.750. (6) The reactants are Cl[C:2]1[N:6]2[N:7]=[C:8]([C:11]3[CH:12]=[C:13]([NH:19][S:20]([C:23]4[CH:28]=[CH:27][C:26]([F:29])=[CH:25][CH:24]=4)(=[O:22])=[O:21])[C:14]([O:17][CH3:18])=[N:15][CH:16]=3)[CH:9]=[CH:10][C:5]2=[N:4][N:3]=1.[CH3:30][C:31]([OH:35])([C:33]#[CH:34])[CH3:32].N(C(C)C)C(C)C.CC(C1C=C(C(C)C)C(C2C=CC=CC=2P(C2CCCCC2)C2CCCCC2)=C(C(C)C)C=1)C. The catalyst is CN(C=O)C.C1C=CC(/C=C/C(/C=C/C2C=CC=CC=2)=O)=CC=1.C1C=CC(/C=C/C(/C=C/C2C=CC=CC=2)=O)=CC=1.C1C=CC(/C=C/C(/C=C/C2C=CC=CC=2)=O)=CC=1.[Pd].[Pd].[Cu]I. The product is [F:29][C:26]1[CH:25]=[CH:24][C:23]([S:20]([NH:19][C:13]2[C:14]([O:17][CH3:18])=[N:15][CH:16]=[C:11]([C:8]3[CH:9]=[CH:10][C:5]4[N:6]([C:2]([C:34]#[C:33][C:31]([OH:35])([CH3:32])[CH3:30])=[N:3][N:4]=4)[N:7]=3)[CH:12]=2)(=[O:21])=[O:22])=[CH:28][CH:27]=1. The yield is 0.680.